This data is from Full USPTO retrosynthesis dataset with 1.9M reactions from patents (1976-2016). The task is: Predict the reactants needed to synthesize the given product. (1) Given the product [Cl:8][C:9]1[CH:16]=[CH:15][C:12]([CH2:13][NH:14][S:5]([C:2]([CH3:4])([CH3:3])[CH3:1])=[O:6])=[CH:11][C:10]=1[NH:17][C:18]1[N:22]([CH3:23])[C:21]2[CH:24]=[C:25]([N:29]3[CH2:30][CH2:31][CH:32]([C:35]([F:37])([F:36])[F:38])[CH2:33][CH2:34]3)[C:26]([Cl:28])=[CH:27][C:20]=2[N:19]=1, predict the reactants needed to synthesize it. The reactants are: [CH3:1][C:2]([S:5](Cl)=[O:6])([CH3:4])[CH3:3].[Cl:8][C:9]1[CH:16]=[CH:15][C:12]([CH2:13][NH2:14])=[CH:11][C:10]=1[NH:17][C:18]1[N:22]([CH3:23])[C:21]2[CH:24]=[C:25]([N:29]3[CH2:34][CH2:33][CH:32]([C:35]([F:38])([F:37])[F:36])[CH2:31][CH2:30]3)[C:26]([Cl:28])=[CH:27][C:20]=2[N:19]=1.O. (2) Given the product [NH2:10][CH2:9][C:8]1[CH:11]=[CH:12][C:5]([C:2]([OH:1])([CH3:3])[CH3:4])=[CH:6][CH:7]=1, predict the reactants needed to synthesize it. The reactants are: [OH:1][C:2]([C:5]1[CH:12]=[CH:11][C:8]([C:9]#[N:10])=[CH:7][CH:6]=1)([CH3:4])[CH3:3].[H-].[H-].[H-].[H-].[Li+].[Al+3]. (3) Given the product [CH2:3]([O:10][C:11]1[CH:16]=[C:15]([CH2:17][CH:18]([N+:20]([O-:22])=[O:21])[CH3:19])[CH:14]=[CH:13][C:12]=1[O:23][CH3:24])[C:4]1[CH:5]=[CH:6][CH:7]=[CH:8][CH:9]=1, predict the reactants needed to synthesize it. The reactants are: [BH4-].[Na+].[CH2:3]([O:10][C:11]1[CH:16]=[C:15](/[CH:17]=[C:18](/[N+:20]([O-:22])=[O:21])\[CH3:19])[CH:14]=[CH:13][C:12]=1[O:23][CH3:24])[C:4]1[CH:9]=[CH:8][CH:7]=[CH:6][CH:5]=1.Cl.C(OCC)(=O)C. (4) Given the product [Cl:24][CH2:23][CH2:22][C:15]1[C:16]2[C:21](=[CH:20][CH:19]=[CH:18][CH:17]=2)[C:12]([NH2:11])=[CH:13][C:14]=1[NH:25][C:26]([C:28]1[NH:29][C:30]2[C:35]([CH:36]=1)=[CH:34][C:33]([O:37][CH3:38])=[CH:32][CH:31]=2)=[O:27], predict the reactants needed to synthesize it. The reactants are: C(OC([NH:11][C:12]1[C:21]2[C:16](=[CH:17][CH:18]=[CH:19][CH:20]=2)[C:15]([CH2:22][CH2:23][Cl:24])=[C:14]([NH:25][C:26]([C:28]2[NH:29][C:30]3[C:35]([CH:36]=2)=[CH:34][C:33]([O:37][CH3:38])=[CH:32][CH:31]=3)=[O:27])[CH:13]=1)=O)C1C=CC=CC=1. (5) The reactants are: [CH3:1][O:2][CH2:3][CH2:4][O:5][C:6]1[CH:11]=[CH:10][C:9](/[CH:12]=[CH:13]/[C:14](O)=[O:15])=[C:8]([NH:17][C:18]2[CH:23]=[CH:22][C:21]([C:24]([F:27])([F:26])[F:25])=[CH:20][CH:19]=2)[CH:7]=1.CC1C=CC=C([N+]([O-])=O)C=1C(OC(=O)C1C([N+]([O-])=O)=CC=CC=1C)=O.[CH2:53]([S:58]([NH2:61])(=[O:60])=[O:59])[CH2:54][CH2:55][CH2:56][CH3:57].[Cl-].[NH4+]. Given the product [CH3:1][O:2][CH2:3][CH2:4][O:5][C:6]1[CH:11]=[CH:10][C:9](/[CH:12]=[CH:13]/[C:14]([NH:61][S:58]([CH2:53][CH2:54][CH2:55][CH2:56][CH3:57])(=[O:60])=[O:59])=[O:15])=[C:8]([NH:17][C:18]2[CH:19]=[CH:20][C:21]([C:24]([F:26])([F:25])[F:27])=[CH:22][CH:23]=2)[CH:7]=1, predict the reactants needed to synthesize it. (6) Given the product [Cl:18][C:7]1[CH:6]=[CH:5][C:4]2[C:3]([NH2:13])=[C:2]([Cl:1])[CH:11]=[CH:10][C:9]=2[N:8]=1, predict the reactants needed to synthesize it. The reactants are: [Cl:1][C:2]1[C:3]([N+:13]([O-])=O)=[C:4]2[C:9](=[CH:10][CH:11]=1)[N+:8]([O-])=[CH:7][CH:6]=[CH:5]2.P(Cl)(Cl)([Cl:18])=O.[Cl-].[NH4+].